Dataset: Peptide-MHC class II binding affinity with 134,281 pairs from IEDB. Task: Regression. Given a peptide amino acid sequence and an MHC pseudo amino acid sequence, predict their binding affinity value. This is MHC class II binding data. (1) The peptide sequence is CIEYVTLNASQYANC. The MHC is DRB1_0901 with pseudo-sequence DRB1_0901. The binding affinity (normalized) is 0.428. (2) The peptide sequence is STWYGKPTAAGPKDN. The MHC is HLA-DQA10101-DQB10501 with pseudo-sequence HLA-DQA10101-DQB10501. The binding affinity (normalized) is 0. (3) The peptide sequence is EFSNFKVAFSRSLND. The MHC is H-2-IAb with pseudo-sequence H-2-IAb. The binding affinity (normalized) is 0.822. (4) The peptide sequence is GGVFHTMWHVTRGAF. The MHC is HLA-DQA10601-DQB10402 with pseudo-sequence HLA-DQA10601-DQB10402. The binding affinity (normalized) is 0.710. (5) The peptide sequence is GLCAFLATRIFGRRS. The MHC is DRB1_0701 with pseudo-sequence DRB1_0701. The binding affinity (normalized) is 0.770. (6) The peptide sequence is YEGQRVVFIQPSPVRD. The MHC is HLA-DPA10301-DPB10402 with pseudo-sequence HLA-DPA10301-DPB10402. The binding affinity (normalized) is 0.254. (7) The peptide sequence is LLNEFNNLYADKVSV. The MHC is DRB1_1501 with pseudo-sequence DRB1_1501. The binding affinity (normalized) is 0.607.